Dataset: Forward reaction prediction with 1.9M reactions from USPTO patents (1976-2016). Task: Predict the product of the given reaction. Given the reactants [CH:1]1([CH2:4][NH2:5])[CH2:3][CH2:2]1.Br.Br[C:8]1[S:9][C:10]([C:13]2[CH:14]=[N:15][CH:16]=[CH:17][CH:18]=2)=[N:11][N:12]=1.C(N(CC)CC)C, predict the reaction product. The product is: [CH:1]1([CH2:4][NH:5][C:8]2[S:9][C:10]([C:13]3[CH:14]=[N:15][CH:16]=[CH:17][CH:18]=3)=[N:11][N:12]=2)[CH2:3][CH2:2]1.